This data is from Acute oral toxicity (LD50) regression data from Zhu et al.. The task is: Regression/Classification. Given a drug SMILES string, predict its toxicity properties. Task type varies by dataset: regression for continuous values (e.g., LD50, hERG inhibition percentage) or binary classification for toxic/non-toxic outcomes (e.g., AMES mutagenicity, cardiotoxicity, hepatotoxicity). Dataset: ld50_zhu. (1) The compound is [O-][n+]1c2c([n+]([O-])c3ccccc31)CCCC2. The rat oral LD50 is 2.20, given as -log10 of the dose in mol/kg body weight (higher means more acutely toxic). (2) The compound is C(CCOCC1CO1)COCC1CO1. The rat oral LD50 is 2.25, given as -log10 of the dose in mol/kg body weight (higher means more acutely toxic). (3) The molecule is CCCNC(=O)c1sc(-c2cc(OC)c(OC)c(OC)c2)nc1C. The rat oral LD50 is 1.80, given as -log10 of the dose in mol/kg body weight (higher means more acutely toxic). (4) The rat oral LD50 is 1.88, given as -log10 of the dose in mol/kg body weight (higher means more acutely toxic). The compound is CC(C)c1nnc(NS(=O)(=O)c2ccc(N)cc2)s1. (5) The molecule is O=[N+]([O-])c1ccc(C=NO)cc1. The rat oral LD50 is 2.96, given as -log10 of the dose in mol/kg body weight (higher means more acutely toxic).